Dataset: Full USPTO retrosynthesis dataset with 1.9M reactions from patents (1976-2016). Task: Predict the reactants needed to synthesize the given product. (1) Given the product [CH3:22][C:20]1[S:21][C:17]([C:15](=[O:16])[CH2:14][S:9][C:5]2[CH:6]=[CH:7][CH:8]=[C:3]([O:2][CH3:1])[CH:4]=2)=[C:18]([CH3:23])[N:19]=1, predict the reactants needed to synthesize it. The reactants are: [CH3:1][O:2][C:3]1[CH:4]=[C:5]([SH:9])[CH:6]=[CH:7][CH:8]=1.[OH-].[K+].Br.Br[CH2:14][C:15]([C:17]1[S:21][C:20]([CH3:22])=[N:19][C:18]=1[CH3:23])=[O:16]. (2) Given the product [NH2:3][C:2]([NH:6][CH2:7][CH2:8][O:9][C:10]1[CH:11]=[CH:12][C:13]([C:16]2[N:20]([C:21]3[CH:26]=[CH:25][C:24]([O:27][CH3:28])=[CH:23][CH:22]=3)[N:19]=[C:18]([NH:29][C:30](=[O:34])[N:31]([CH3:33])[CH3:32])[CH:17]=2)=[CH:14][CH:15]=1)=[O:1], predict the reactants needed to synthesize it. The reactants are: [O-:1][C:2]#[N:3].[K+].Cl.[NH2:6][CH2:7][CH2:8][O:9][C:10]1[CH:15]=[CH:14][C:13]([C:16]2[N:20]([C:21]3[CH:26]=[CH:25][C:24]([O:27][CH3:28])=[CH:23][CH:22]=3)[N:19]=[C:18]([NH:29][C:30](=[O:34])[N:31]([CH3:33])[CH3:32])[CH:17]=2)=[CH:12][CH:11]=1.C([O-])(=O)C.[Na+]. (3) The reactants are: [Br:1][C:2]1[S:6][C:5]([CH3:7])=[N:4][C:3]=1[C:8]([OH:10])=[O:9].Cl.[CH3:12]O. Given the product [CH3:12][O:9][C:8]([C:3]1[N:4]=[C:5]([CH3:7])[S:6][C:2]=1[Br:1])=[O:10], predict the reactants needed to synthesize it. (4) Given the product [CH2:3]([C:12]1[CH:13]=[CH:14][C:15]([C:18]2[CH:33]=[CH:32][C:21]3[N:22]=[C:23]([C:25]4[CH:30]=[CH:29][C:28]([O:31][CH2:35][CH2:36][CH2:37][CH2:38][CH2:39][CH2:40][OH:41])=[CH:27][CH:26]=4)[S:24][C:20]=3[CH:19]=2)=[CH:16][CH:17]=1)[CH2:4][CH2:5][CH2:6][CH2:7][CH2:8][CH2:9][CH2:10][CH3:11], predict the reactants needed to synthesize it. The reactants are: [OH-].[Na+].[CH2:3]([C:12]1[CH:17]=[CH:16][C:15]([C:18]2[CH:33]=[CH:32][C:21]3[N:22]=[C:23]([C:25]4[CH:30]=[CH:29][C:28]([OH:31])=[CH:27][CH:26]=4)[S:24][C:20]=3[CH:19]=2)=[CH:14][CH:13]=1)[CH2:4][CH2:5][CH2:6][CH2:7][CH2:8][CH2:9][CH2:10][CH3:11].Br[CH2:35][CH2:36][CH2:37][CH2:38][CH2:39][CH2:40][OH:41].[I-].[K+].Cl. (5) Given the product [Cl:16][C:15]1[C:10]([C:9]([OH:25])=[O:8])=[C:11]([F:24])[C:12]([NH:17][S:18]([CH2:21][CH2:22][CH3:23])(=[O:19])=[O:20])=[CH:13][CH:14]=1, predict the reactants needed to synthesize it. The reactants are: C([O:8][C:9](=[O:25])[C:10]1[C:15]([Cl:16])=[CH:14][CH:13]=[C:12]([NH:17][S:18]([CH2:21][CH2:22][CH3:23])(=[O:20])=[O:19])[C:11]=1[F:24])C1C=CC=CC=1.O.Cl. (6) Given the product [C:42]([C:46]1[S:50][C:49]([C:51]([NH:1][C@@H:2]([CH2:15][C:16]2[CH:21]=[CH:20][C:19]([C:22]3[N:27]=[CH:26][C:25]([C:28]4[CH:33]=[CH:32][C:31]([O:34][CH2:35][CH2:36][CH2:37][CH2:38][CH2:39][CH2:40][CH3:41])=[CH:30][CH:29]=4)=[CH:24][N:23]=3)=[CH:18][CH:17]=2)[C:3]([NH:5][C@@H:6]([C:8]([O:10][C:11]([CH3:12])([CH3:13])[CH3:14])=[O:9])[CH3:7])=[O:4])=[O:52])=[CH:48][CH:47]=1)([CH3:45])([CH3:43])[CH3:44], predict the reactants needed to synthesize it. The reactants are: [NH2:1][C@@H:2]([CH2:15][C:16]1[CH:21]=[CH:20][C:19]([C:22]2[N:27]=[CH:26][C:25]([C:28]3[CH:33]=[CH:32][C:31]([O:34][CH2:35][CH2:36][CH2:37][CH2:38][CH2:39][CH2:40][CH3:41])=[CH:30][CH:29]=3)=[CH:24][N:23]=2)=[CH:18][CH:17]=1)[C:3]([NH:5][C@@H:6]([C:8]([O:10][C:11]([CH3:14])([CH3:13])[CH3:12])=[O:9])[CH3:7])=[O:4].[C:42]([C:46]1[S:50][C:49]([C:51](O)=[O:52])=[CH:48][CH:47]=1)([CH3:45])([CH3:44])[CH3:43].CN(C(ON1N=NC2C=CC=NC1=2)=[N+](C)C)C.F[P-](F)(F)(F)(F)F.